Dataset: Full USPTO retrosynthesis dataset with 1.9M reactions from patents (1976-2016). Task: Predict the reactants needed to synthesize the given product. (1) Given the product [CH2:1]([O:8][C:9]1[CH:10]=[CH:11][CH:12]=[C:13]2[C:17]=1[NH:16][C:15]([C:18]([NH:44][CH2:43][CH2:42][S:41][C:22]([C:29]1[CH:34]=[CH:33][CH:32]=[CH:31][CH:30]=1)([C:23]1[CH:24]=[CH:25][CH:26]=[CH:27][CH:28]=1)[C:35]1[CH:40]=[CH:39][CH:38]=[CH:37][CH:36]=1)=[O:20])=[CH:14]2)[C:2]1[CH:3]=[CH:4][CH:5]=[CH:6][CH:7]=1, predict the reactants needed to synthesize it. The reactants are: [CH2:1]([O:8][C:9]1[CH:10]=[CH:11][CH:12]=[C:13]2[C:17]=1[NH:16][C:15]([C:18]([OH:20])=O)=[CH:14]2)[C:2]1[CH:7]=[CH:6][CH:5]=[CH:4][CH:3]=1.Cl.[C:22]([S:41][CH2:42][CH2:43][NH2:44])([C:35]1[CH:40]=[CH:39][CH:38]=[CH:37][CH:36]=1)([C:29]1[CH:34]=[CH:33][CH:32]=[CH:31][CH:30]=1)[C:23]1[CH:28]=[CH:27][CH:26]=[CH:25][CH:24]=1.N1(O)C2C=CC=CC=2N=N1.Cl.CN(C)CCCN=C=NCC. (2) Given the product [CH:1]([C:4]1[C:5]([O:14][CH3:15])=[CH:6][C:7]([O:12][CH3:13])=[CH:8][C:9]=1[O:10][CH3:11])([CH3:3])[CH3:2], predict the reactants needed to synthesize it. The reactants are: [C:1]([C:4]1[C:9]([O:10][CH3:11])=[CH:8][C:7]([O:12][CH3:13])=[CH:6][C:5]=1[O:14][CH3:15])([CH3:3])=[CH2:2].[H][H]. (3) The reactants are: [F:1][C:2]1[CH:9]=[CH:8][C:5]([CH:6]=O)=[CH:4][CH:3]=1.C([O-])(=O)C.[Na+].C([BH3-])#N.[Na+].Cl.[CH2:20]([O:22][C:23](=[O:30])[CH2:24][CH:25]([NH2:29])[CH:26]1[CH2:28][CH2:27]1)[CH3:21]. Given the product [CH2:20]([O:22][C:23](=[O:30])[CH2:24][CH:25]([CH:26]1[CH2:28][CH2:27]1)[NH:29][CH2:6][C:5]1[CH:8]=[CH:9][C:2]([F:1])=[CH:3][CH:4]=1)[CH3:21], predict the reactants needed to synthesize it. (4) The reactants are: [N+:1]([C:4]1[CH:9]=[CH:8][C:7]([N:10]2[CH:16]3[CH2:17][CH2:18][N:13]([CH2:14][CH2:15]3)[CH2:12][CH2:11]2)=[CH:6][CH:5]=1)([O-])=O. Given the product [N:13]12[CH2:18][CH2:17][CH:16]([CH2:15][CH2:14]1)[N:10]([C:7]1[CH:8]=[CH:9][C:4]([NH2:1])=[CH:5][CH:6]=1)[CH2:11][CH2:12]2, predict the reactants needed to synthesize it. (5) Given the product [Cl:21][C:22]1[CH:27]=[CH:26][C:25]([N:28]2[C:5]([C:7]3[C:12](=[O:13])[CH:11]=[CH:10][N:9]([C:14]4[CH:19]=[CH:18][CH:17]=[CH:16][CH:15]=4)[N:8]=3)=[CH:4][CH:3]=[N:2]2)=[CH:24][CH:23]=1, predict the reactants needed to synthesize it. The reactants are: C[N:2](C)/[CH:3]=[CH:4]/[C:5]([C:7]1[C:12](=[O:13])[CH:11]=[CH:10][N:9]([C:14]2[CH:19]=[CH:18][CH:17]=[CH:16][CH:15]=2)[N:8]=1)=O.[Cl:21][C:22]1[CH:27]=[CH:26][C:25]([NH:28]N)=[CH:24][CH:23]=1.Cl.